Dataset: Reaction yield outcomes from USPTO patents with 853,638 reactions. Task: Predict the reaction yield, written as a fraction of the theoretical maximum amount of product (1.0 means a 100% yield; for example, 0.34 means a 34% yield). (1) The reactants are [C:1]1([S:7]([N:10]2[C:14]3=[N:15][CH:16]=[C:17](Br)[CH:18]=[C:13]3[C:12]([C:20]3[CH:21]=[N:22][N:23]([C:25]([C:38]4[CH:43]=[CH:42][CH:41]=[CH:40][CH:39]=4)([C:32]4[CH:37]=[CH:36][CH:35]=[CH:34][CH:33]=4)[C:26]4[CH:31]=[CH:30][CH:29]=[CH:28][CH:27]=4)[CH:24]=3)=[CH:11]2)(=[O:9])=[O:8])[CH:6]=[CH:5][CH:4]=[CH:3][CH:2]=1.[O:44]1[C:48]2[CH:49]=[CH:50][C:51](B(O)O)=[CH:52][C:47]=2[CH2:46][CH2:45]1.C([O-])([O-])=O.[Na+].[Na+].[Li+].[Cl-]. The catalyst is Cl[Pd](Cl)([P](C1C=CC=CC=1)(C1C=CC=CC=1)C1C=CC=CC=1)[P](C1C=CC=CC=1)(C1C=CC=CC=1)C1C=CC=CC=1.C1(C)C=CC=CC=1.CCO. The product is [C:1]1([S:7]([N:10]2[C:14]3=[N:15][CH:16]=[C:17]([C:51]4[CH:50]=[CH:49][C:48]5[O:44][CH2:45][CH2:46][C:47]=5[CH:52]=4)[CH:18]=[C:13]3[C:12]([C:20]3[CH:21]=[N:22][N:23]([C:25]([C:38]4[CH:43]=[CH:42][CH:41]=[CH:40][CH:39]=4)([C:32]4[CH:37]=[CH:36][CH:35]=[CH:34][CH:33]=4)[C:26]4[CH:31]=[CH:30][CH:29]=[CH:28][CH:27]=4)[CH:24]=3)=[CH:11]2)(=[O:9])=[O:8])[CH:6]=[CH:5][CH:4]=[CH:3][CH:2]=1. The yield is 0.860. (2) The product is [F:27][C:21]1[CH:22]=[C:23]([F:26])[CH:24]=[CH:25][C:20]=1[O:19][C:5]1[CH:4]=[CH:3][C:2]([NH:1][S:35]([CH3:34])(=[O:37])=[O:36])=[CH:7][C:6]=1[C:8]1[N:13]2[CH:14]=[N:15][CH:16]=[C:12]2[C:11](=[O:17])[N:10]([CH3:18])[CH:9]=1. The reactants are [NH2:1][C:2]1[CH:3]=[CH:4][C:5]([O:19][C:20]2[CH:25]=[CH:24][C:23]([F:26])=[CH:22][C:21]=2[F:27])=[C:6]([C:8]2[N:13]3[CH:14]=[N:15][CH:16]=[C:12]3[C:11](=[O:17])[N:10]([CH3:18])[CH:9]=2)[CH:7]=1.N1C=CC=CC=1.[CH3:34][S:35](Cl)(=[O:37])=[O:36]. The yield is 0.440. The catalyst is C1COCC1. (3) The reactants are [NH:1]1[CH2:6][CH2:5][NH:4][CH2:3][CH2:2]1.[C:7](#[N:10])[CH:8]=[CH2:9]. The catalyst is O. The product is [N:1]1([CH2:9][CH2:8][C:7]#[N:10])[CH2:6][CH2:5][N:4]([CH2:9][CH2:8][C:7]#[N:10])[CH2:3][CH2:2]1. The yield is 0.947. (4) The catalyst is CN1CCCC1=O.O. The reactants are [CH2:1]([C:3]1[CH:11]=[CH:10][C:9]2[NH:8][C:7]3[CH2:12][CH2:13][N:14]([CH3:16])[CH2:15][C:6]=3[C:5]=2[CH:4]=1)[CH3:2].[OH-].[K+].[CH3:19][C:20]1[N:25]=[CH:24][C:23]([CH:26]=[CH2:27])=[CH:22][N:21]=1. The yield is 0.200. The product is [CH2:1]([C:3]1[CH:11]=[CH:10][C:9]2[N:8]([CH2:27][CH2:26][C:23]3[CH:22]=[N:21][C:20]([CH3:19])=[N:25][CH:24]=3)[C:7]3[CH2:12][CH2:13][N:14]([CH3:16])[CH2:15][C:6]=3[C:5]=2[CH:4]=1)[CH3:2]. (5) The reactants are [F:1][C:2]1[C:9]([OH:10])=[CH:8][CH:7]=[C:6]([F:11])[C:3]=1[CH:4]=[O:5].Br[CH2:13][CH2:14][O:15][CH:16]1[CH2:21][CH2:20][CH2:19][CH2:18][O:17]1.C(=O)([O-])[O-].[K+].[K+].O. The catalyst is CN(C)C=O. The product is [F:1][C:2]1[C:9]([O:10][CH2:13][CH2:14][O:15][CH:16]2[CH2:21][CH2:20][CH2:19][CH2:18][O:17]2)=[CH:8][CH:7]=[C:6]([F:11])[C:3]=1[CH:4]=[O:5]. The yield is 0.660. (6) The reactants are O[C:2]1([CH2:8][C:9]2[N:14]=[CH:13][C:12]([C:15]3[C:16]([CH3:34])=[N:17][CH:18]=[C:19]([NH:21][C:22](=[O:33])[C:23]4[CH:28]=[CH:27][CH:26]=[C:25]([C:29]([F:32])([F:31])[F:30])[CH:24]=4)[CH:20]=3)=[CH:11][C:10]=2[N:35]2[CH2:40][CH2:39][O:38][CH2:37][CH2:36]2)[CH2:7][CH2:6][O:5][CH2:4][CH2:3]1.CCN(S(F)(F)F)CC. The catalyst is C(Cl)Cl. The product is [O:5]1[CH2:4][CH2:3][C:2](=[CH:8][C:9]2[N:14]=[CH:13][C:12]([C:15]3[C:16]([CH3:34])=[N:17][CH:18]=[C:19]([NH:21][C:22](=[O:33])[C:23]4[CH:28]=[CH:27][CH:26]=[C:25]([C:29]([F:31])([F:30])[F:32])[CH:24]=4)[CH:20]=3)=[CH:11][C:10]=2[N:35]2[CH2:36][CH2:37][O:38][CH2:39][CH2:40]2)[CH2:7][CH2:6]1. The yield is 0.420.